Task: Predict the reaction yield, written as a fraction of the theoretical maximum amount of product (1.0 means a 100% yield; for example, 0.34 means a 34% yield).. Dataset: Reaction yield outcomes from USPTO patents with 853,638 reactions The reactants are Br[C:2]1[CH:14]=[CH:13][C:12]([C:15](=[O:17])[NH2:16])=[C:11]2[C:3]=1[C:4]1[CH2:5][CH2:6][CH:7]([C:18]([O:20][CH2:21][CH3:22])=[O:19])[CH2:8][C:9]=1[NH:10]2.[F:23][C:24]1[CH:29]=[CH:28][CH:27]=[C:26]([F:30])[C:25]=1B(O)O.C1(P(C2CCCCC2)C2C=CC=CC=2C2C(OC)=CC=CC=2OC)CCCCC1.C(=O)([O-])[O-].[K+].[K+]. The catalyst is C1COCC1.C1C=CC(/C=C/C(/C=C/C2C=CC=CC=2)=O)=CC=1.C1C=CC(/C=C/C(/C=C/C2C=CC=CC=2)=O)=CC=1.C1C=CC(/C=C/C(/C=C/C2C=CC=CC=2)=O)=CC=1.[Pd].[Pd]. The product is [C:15]([C:12]1[CH:13]=[CH:14][C:2]([C:25]2[C:24]([F:23])=[CH:29][CH:28]=[CH:27][C:26]=2[F:30])=[C:3]2[C:11]=1[NH:10][C:9]1[CH2:8][CH:7]([C:18]([O:20][CH2:21][CH3:22])=[O:19])[CH2:6][CH2:5][C:4]2=1)(=[O:17])[NH2:16]. The yield is 0.440.